Dataset: Full USPTO retrosynthesis dataset with 1.9M reactions from patents (1976-2016). Task: Predict the reactants needed to synthesize the given product. The reactants are: Cl[C:2]1[N:10]=[CH:9][N:8]=[C:7]2[C:3]=1[N:4]=[CH:5][N:6]2[C@H:11]1[C@@H:15]2[O:16][C:17]([CH3:20])([CH3:19])[O:18][C@@H:14]2[C@@H:13]([CH2:21][OH:22])[O:12]1.C([O-])([O-])=O.[K+].[K+]. Given the product [CH3:19][C:17]1([CH3:20])[O:16][C@H:15]2[C@H:11]([N:6]3[CH:5]=[N:4][C:3]4[C:7]3=[N:8][CH:9]=[N:10][CH:2]=4)[O:12][C@H:13]([CH2:21][OH:22])[C@H:14]2[O:18]1, predict the reactants needed to synthesize it.